This data is from Peptide-MHC class I binding affinity with 185,985 pairs from IEDB/IMGT. The task is: Regression. Given a peptide amino acid sequence and an MHC pseudo amino acid sequence, predict their binding affinity value. This is MHC class I binding data. (1) The peptide sequence is LESAQPGLL. The MHC is HLA-B45:01 with pseudo-sequence HLA-B45:01. The binding affinity (normalized) is 0.121. (2) The peptide sequence is NLFDIPLLTV. The MHC is HLA-A68:01 with pseudo-sequence HLA-A68:01. The binding affinity (normalized) is 0.0762. (3) The peptide sequence is YPPPRYITV. The MHC is HLA-A26:01 with pseudo-sequence HLA-A26:01. The binding affinity (normalized) is 0.0847. (4) The peptide sequence is FVKDWMDRI. The MHC is HLA-A02:12 with pseudo-sequence HLA-A02:12. The binding affinity (normalized) is 0.0847. (5) The peptide sequence is IHAEFQASL. The MHC is HLA-A24:03 with pseudo-sequence HLA-A24:03. The binding affinity (normalized) is 0.0847.